Regression. Given a peptide amino acid sequence and an MHC pseudo amino acid sequence, predict their binding affinity value. This is MHC class II binding data. From a dataset of Peptide-MHC class II binding affinity with 134,281 pairs from IEDB. (1) The peptide sequence is HMAKEDLVANQPNLK. The MHC is DRB3_0101 with pseudo-sequence DRB3_0101. The binding affinity (normalized) is 0. (2) The peptide sequence is MAMGTMAGCGYLMFLK. The MHC is DRB1_0901 with pseudo-sequence DRB1_0901. The binding affinity (normalized) is 0.689. (3) The peptide sequence is AIDRPAEARKVCYNA. The MHC is DRB1_0405 with pseudo-sequence DRB1_0405. The binding affinity (normalized) is 0.0419. (4) The peptide sequence is NVFDEVIPTAFTVGK. The binding affinity (normalized) is 0.145. The MHC is HLA-DQA10501-DQB10301 with pseudo-sequence HLA-DQA10501-DQB10301. (5) The peptide sequence is AVAEAAVASAPQTTP. The MHC is HLA-DPA10201-DPB10501 with pseudo-sequence HLA-DPA10201-DPB10501. The binding affinity (normalized) is 0. (6) The peptide sequence is GGLPLAGAGGAGAGP. The MHC is HLA-DPA10201-DPB10101 with pseudo-sequence HLA-DPA10201-DPB10101. The binding affinity (normalized) is 0.131. (7) The peptide sequence is WEALKYLWNLLQYWGQELK. The MHC is HLA-DQA10101-DQB10501 with pseudo-sequence HLA-DQA10101-DQB10501. The binding affinity (normalized) is 0.275. (8) The peptide sequence is DKCPSTGEAHLAEEN. The MHC is HLA-DQA10501-DQB10402 with pseudo-sequence HLA-DQA10501-DQB10402. The binding affinity (normalized) is 0. (9) The peptide sequence is AFILDGQNLFPKV. The MHC is DRB3_0101 with pseudo-sequence DRB3_0101. The binding affinity (normalized) is 0.996. (10) The peptide sequence is QLIYPLISPSFLVYS. The MHC is HLA-DPA10103-DPB10401 with pseudo-sequence HLA-DPA10103-DPB10401. The binding affinity (normalized) is 0.740.